From a dataset of Forward reaction prediction with 1.9M reactions from USPTO patents (1976-2016). Predict the product of the given reaction. Given the reactants CN1CCOCC1.[O:8]1[CH:12]=[CH:11][CH:10]=[C:9]1[C:13]([OH:15])=O.[S:16]1[C:20]([C:21]2[CH:22]=[C:23]([NH2:30])[CH:24]=[C:25]3[C:29]=2[NH:28][N:27]=[CH:26]3)=[CH:19][C:18]2[CH:31]=[CH:32][CH:33]=[CH:34][C:17]1=2.CN(C=O)C, predict the reaction product. The product is: [S:16]1[C:20]([C:21]2[CH:22]=[C:23]([NH:30][C:13]([C:9]3[O:8][CH:12]=[CH:11][CH:10]=3)=[O:15])[CH:24]=[C:25]3[C:29]=2[NH:28][N:27]=[CH:26]3)=[CH:19][C:18]2[CH:31]=[CH:32][CH:33]=[CH:34][C:17]1=2.